This data is from Reaction yield outcomes from USPTO patents with 853,638 reactions. The task is: Predict the reaction yield, written as a fraction of the theoretical maximum amount of product (1.0 means a 100% yield; for example, 0.34 means a 34% yield). The reactants are NS(N)(=O)=O.Cl[CH2:7][CH2:8][CH2:9][S:10]([N:13]1[CH2:18][CH2:17][CH:16]([C:19]2[C:27]3[C:22](=[C:23]([C:33]([NH2:35])=[O:34])[CH:24]=[C:25]([C:28]4[S:29][CH:30]=[CH:31][CH:32]=4)[CH:26]=3)[NH:21][CH:20]=2)[CH2:15][CH2:14]1)(=[O:12])=[O:11].[CH3:36][N:37]1[CH2:42][CH2:41][NH:40][CH2:39][CH2:38]1.C([O-])([O-])=O.[K+].[K+]. No catalyst specified. The product is [CH3:36][N:37]1[CH2:42][CH2:41][N:40]([CH2:7][CH2:8][CH2:9][S:10]([N:13]2[CH2:18][CH2:17][CH:16]([C:19]3[C:27]4[C:22](=[C:23]([C:33]([NH2:35])=[O:34])[CH:24]=[C:25]([C:28]5[S:29][CH:30]=[CH:31][CH:32]=5)[CH:26]=4)[NH:21][CH:20]=3)[CH2:15][CH2:14]2)(=[O:12])=[O:11])[CH2:39][CH2:38]1. The yield is 0.110.